This data is from Reaction yield outcomes from USPTO patents with 853,638 reactions. The task is: Predict the reaction yield, written as a fraction of the theoretical maximum amount of product (1.0 means a 100% yield; for example, 0.34 means a 34% yield). (1) The reactants are C(OC([N:8]1[CH:13]([C@@H:14]([OH:29])[C@@H:15]([NH:25][C:26](=[O:28])[CH3:27])[CH2:16][C:17]2[CH:22]=[C:21]([F:23])[CH:20]=[C:19]([F:24])[CH:18]=2)[CH2:12][O:11][C@@H:10]([CH2:30][O:31][C:32](=[O:36])[CH2:33][CH2:34][CH3:35])[CH2:9]1)=O)(C)(C)C.[ClH:37].O1CCOCC1. The product is [ClH:37].[C:26]([NH:25][C@@H:15]([CH2:16][C:17]1[CH:22]=[C:21]([F:23])[CH:20]=[C:19]([F:24])[CH:18]=1)[C@@H:14]([C@@H:13]1[NH:8][CH2:9][C@H:10]([CH2:30][O:31][C:32](=[O:36])[CH2:33][CH2:34][CH3:35])[O:11][CH2:12]1)[OH:29])(=[O:28])[CH3:27]. The yield is 1.00. No catalyst specified. (2) The catalyst is O.CCO. The product is [CH3:2][CH:3]([CH3:7])[C:4](=[O:6])[CH2:5][C:8](=[O:14])[C:9]([O:11][CH2:12][CH3:13])=[O:10]. The reactants are [Na].[CH3:2][CH:3]([CH3:7])[C:4](=[O:6])[CH3:5].[C:8](OCC)(=[O:14])[C:9]([O:11][CH2:12][CH3:13])=[O:10].S(=O)(=O)(O)O. The yield is 0.900.